Dataset: Catalyst prediction with 721,799 reactions and 888 catalyst types from USPTO. Task: Predict which catalyst facilitates the given reaction. (1) The catalyst class is: 12. Reactant: Cl[C:2]1[N:27]=[CH:26][C:5]2[N:6]=[CH:7][N:8]=[C:9]([NH:10][C:11]3[CH:16]=[CH:15][C:14]([O:17][CH2:18][C:19]4[CH:24]=[CH:23][CH:22]=[C:21]([F:25])[CH:20]=4)=[CH:13][CH:12]=3)[C:4]=2[CH:3]=1.[O:28]1[CH2:32][CH2:31][O:30][CH:29]1[C:33]1[O:37][C:36]([Sn](CCCC)(CCCC)CCCC)=[CH:35][CH:34]=1. Product: [O:28]1[CH2:32][CH2:31][O:30][CH:29]1[C:33]1[O:37][C:36]([C:2]2[N:27]=[CH:26][C:5]3[N:6]=[CH:7][N:8]=[C:9]([NH:10][C:11]4[CH:16]=[CH:15][C:14]([O:17][CH2:18][C:19]5[CH:24]=[CH:23][CH:22]=[C:21]([F:25])[CH:20]=5)=[CH:13][CH:12]=4)[C:4]=3[CH:3]=2)=[CH:35][CH:34]=1. (2) Reactant: [F:1][C:2]1[CH:7]=[CH:6][C:5]([C:8]2[N:9]=[CH:10][N:11]([CH:26]3[CH2:31][CH2:30][O:29][CH2:28][CH2:27]3)[C:12]=2[C:13]2[CH:14]=[CH:15][C:16]3[N:17]([CH:19]=[C:20]([NH:22]C(=O)C)[N:21]=3)[N:18]=2)=[CH:4][CH:3]=1.Cl.O1CCOCC1. Product: [F:1][C:2]1[CH:7]=[CH:6][C:5]([C:8]2[N:9]=[CH:10][N:11]([CH:26]3[CH2:31][CH2:30][O:29][CH2:28][CH2:27]3)[C:12]=2[C:13]2[CH:14]=[CH:15][C:16]3[N:17]([CH:19]=[C:20]([NH2:22])[N:21]=3)[N:18]=2)=[CH:4][CH:3]=1. The catalyst class is: 5. (3) Reactant: C(OC([N:8]1[CH2:11][CH2:10][CH:9]1[C:12]1[O:16][N:15]=[C:14]([C:17]2[CH:22]=[CH:21][CH:20]=[CH:19][N:18]=2)[CH:13]=1)=O)(C)(C)C.Cl.O1CCOCC1. Product: [N:18]1[CH:19]=[CH:20][CH:21]=[CH:22][C:17]=1[C:14]1[CH:13]=[C:12]([CH:9]2[CH2:10][CH2:11][NH:8]2)[O:16][N:15]=1. The catalyst class is: 5. (4) Reactant: [F:1][C:2]1[CH:3]=[CH:4][C:5]2[N:9]=[C:8]([C@@H:10]([NH2:12])[CH3:11])[N:7]([CH2:13][CH2:14][O:15][CH3:16])[C:6]=2[C:17]=1[C:18]1[CH:23]=[CH:22][CH:21]=[CH:20][N:19]=1.[NH2:24][C:25]1[C:30]([C:31]#[N:32])=[C:29](Cl)[N:28]=[CH:27][N:26]=1.CCN(C(C)C)C(C)C. Product: [NH2:24][C:25]1[C:30]([C:31]#[N:32])=[C:29]([NH:12][C@H:10]([C:8]2[N:7]([CH2:13][CH2:14][O:15][CH3:16])[C:6]3[C:17]([C:18]4[CH:23]=[CH:22][CH:21]=[CH:20][N:19]=4)=[C:2]([F:1])[CH:3]=[CH:4][C:5]=3[N:9]=2)[CH3:11])[N:28]=[CH:27][N:26]=1. The catalyst class is: 41. (5) Reactant: [CH:1]([C:4]1[N:8]2[CH:9]=[C:10]([S:13][C:14]3[CH:19]=[CH:18][CH:17]=[CH:16][C:15]=3[CH2:20][OH:21])[CH:11]=[CH:12][C:7]2=[N:6][N:5]=1)([CH3:3])[CH3:2].[CH2:22]([N:24]=[C:25]=[O:26])[CH3:23]. The catalyst class is: 4. Product: [CH:1]([C:4]1[N:8]2[CH:9]=[C:10]([S:13][C:14]3[CH:19]=[CH:18][CH:17]=[CH:16][C:15]=3[CH2:20][O:21][C:25](=[O:26])[NH:24][CH2:22][CH3:23])[CH:11]=[CH:12][C:7]2=[N:6][N:5]=1)([CH3:3])[CH3:2]. (6) Reactant: C1CCN2C(=NCCC2)CC1.[F:12][C:13]([F:22])([F:21])[CH:14]1[CH2:19][CH2:18][C:17](=O)[CH2:16][CH2:15]1.[CH3:23][O:24][C:25](=[O:44])[CH:26](P(OC)(OC)=O)[NH:27][C:28]([O:30][CH2:31][C:32]1[CH:37]=[CH:36][CH:35]=[CH:34][CH:33]=1)=[O:29].CCCCCC.C(OCC)(=O)C. Product: [C:32]1([CH2:31][O:30][C:28]([NH:27][C:26](=[C:17]2[CH2:18][CH2:19][CH:14]([C:13]([F:22])([F:21])[F:12])[CH2:15][CH2:16]2)[C:25]([O:24][CH3:23])=[O:44])=[O:29])[CH:33]=[CH:34][CH:35]=[CH:36][CH:37]=1. The catalyst class is: 4.